Dataset: NCI-60 drug combinations with 297,098 pairs across 59 cell lines. Task: Regression. Given two drug SMILES strings and cell line genomic features, predict the synergy score measuring deviation from expected non-interaction effect. (1) Drug 1: C1C(C(OC1N2C=NC3=C(N=C(N=C32)Cl)N)CO)O. Drug 2: CCN(CC)CCCC(C)NC1=C2C=C(C=CC2=NC3=C1C=CC(=C3)Cl)OC. Cell line: NCI-H322M. Synergy scores: CSS=7.67, Synergy_ZIP=-2.81, Synergy_Bliss=-0.586, Synergy_Loewe=0.116, Synergy_HSA=-0.358. (2) Drug 1: C1=NC2=C(N=C(N=C2N1C3C(C(C(O3)CO)O)O)F)N. Drug 2: CC1=C(C=C(C=C1)C(=O)NC2=CC(=CC(=C2)C(F)(F)F)N3C=C(N=C3)C)NC4=NC=CC(=N4)C5=CN=CC=C5. Cell line: NCI-H226. Synergy scores: CSS=-0.494, Synergy_ZIP=-0.0535, Synergy_Bliss=0.734, Synergy_Loewe=-1.53, Synergy_HSA=-1.23. (3) Drug 1: C#CCC(CC1=CN=C2C(=N1)C(=NC(=N2)N)N)C3=CC=C(C=C3)C(=O)NC(CCC(=O)O)C(=O)O. Drug 2: CC1CCCC2(C(O2)CC(NC(=O)CC(C(C(=O)C(C1O)C)(C)C)O)C(=CC3=CSC(=N3)C)C)C. Cell line: MOLT-4. Synergy scores: CSS=40.6, Synergy_ZIP=3.03, Synergy_Bliss=4.64, Synergy_Loewe=-5.17, Synergy_HSA=-3.79. (4) Drug 1: CN(C)C1=NC(=NC(=N1)N(C)C)N(C)C. Drug 2: CN(C(=O)NC(C=O)C(C(C(CO)O)O)O)N=O. Cell line: OVCAR-5. Synergy scores: CSS=-4.95, Synergy_ZIP=0.725, Synergy_Bliss=-1.31, Synergy_Loewe=-5.25, Synergy_HSA=-4.97. (5) Drug 1: C1CCN(CC1)CCOC2=CC=C(C=C2)C(=O)C3=C(SC4=C3C=CC(=C4)O)C5=CC=C(C=C5)O. Drug 2: C(CCl)NC(=O)N(CCCl)N=O. Cell line: NCI-H460. Synergy scores: CSS=6.27, Synergy_ZIP=-1.50, Synergy_Bliss=1.41, Synergy_Loewe=0.206, Synergy_HSA=-1.90. (6) Drug 2: CC1CCC2CC(C(=CC=CC=CC(CC(C(=O)C(C(C(=CC(C(=O)CC(OC(=O)C3CCCCN3C(=O)C(=O)C1(O2)O)C(C)CC4CCC(C(C4)OC)O)C)C)O)OC)C)C)C)OC. Drug 1: C1CCN(CC1)CCOC2=CC=C(C=C2)C(=O)C3=C(SC4=C3C=CC(=C4)O)C5=CC=C(C=C5)O. Cell line: NCI-H322M. Synergy scores: CSS=17.9, Synergy_ZIP=-3.80, Synergy_Bliss=-0.579, Synergy_Loewe=-20.0, Synergy_HSA=-2.54. (7) Drug 1: CC1=C2C(C(=O)C3(C(CC4C(C3C(C(C2(C)C)(CC1OC(=O)C(C(C5=CC=CC=C5)NC(=O)C6=CC=CC=C6)O)O)OC(=O)C7=CC=CC=C7)(CO4)OC(=O)C)O)C)OC(=O)C. Drug 2: CCN(CC)CCCC(C)NC1=C2C=C(C=CC2=NC3=C1C=CC(=C3)Cl)OC. Cell line: HT29. Synergy scores: CSS=46.6, Synergy_ZIP=-6.43, Synergy_Bliss=-11.3, Synergy_Loewe=-20.3, Synergy_HSA=-8.69. (8) Drug 1: CC1C(C(=O)NC(C(=O)N2CCCC2C(=O)N(CC(=O)N(C(C(=O)O1)C(C)C)C)C)C(C)C)NC(=O)C3=C4C(=C(C=C3)C)OC5=C(C(=O)C(=C(C5=N4)C(=O)NC6C(OC(=O)C(N(C(=O)CN(C(=O)C7CCCN7C(=O)C(NC6=O)C(C)C)C)C)C(C)C)C)N)C. Drug 2: CC1CCCC2(C(O2)CC(NC(=O)CC(C(C(=O)C(C1O)C)(C)C)O)C(=CC3=CSC(=N3)C)C)C. Cell line: SK-MEL-28. Synergy scores: CSS=32.3, Synergy_ZIP=-1.91, Synergy_Bliss=-1.30, Synergy_Loewe=-1.14, Synergy_HSA=2.29. (9) Drug 1: CN1CCC(CC1)COC2=C(C=C3C(=C2)N=CN=C3NC4=C(C=C(C=C4)Br)F)OC. Drug 2: CC1=C2C(C(=O)C3(C(CC4C(C3C(C(C2(C)C)(CC1OC(=O)C(C(C5=CC=CC=C5)NC(=O)C6=CC=CC=C6)O)O)OC(=O)C7=CC=CC=C7)(CO4)OC(=O)C)O)C)OC(=O)C. Cell line: OVCAR-5. Synergy scores: CSS=51.1, Synergy_ZIP=-1.44, Synergy_Bliss=0.237, Synergy_Loewe=-0.743, Synergy_HSA=1.79. (10) Drug 1: C1CN(CCN1C(=O)CCBr)C(=O)CCBr. Drug 2: CC(C)NC(=O)C1=CC=C(C=C1)CNNC.Cl. Cell line: OVCAR3. Synergy scores: CSS=8.12, Synergy_ZIP=-1.66, Synergy_Bliss=-4.88, Synergy_Loewe=-3.84, Synergy_HSA=-3.74.